From a dataset of Experimentally validated miRNA-target interactions with 360,000+ pairs, plus equal number of negative samples. Binary Classification. Given a miRNA mature sequence and a target amino acid sequence, predict their likelihood of interaction. (1) The miRNA is hsa-miR-4742-5p with sequence UCAGGCAAAGGGAUAUUUACAGA. The protein sequence of the target gene is MDTQTHSLPITHTQLHSNSQPQSRTCTRHCQTFSQSCRQSHRGSRSQSSSQSPASHRNPTGAHSSSGHQSQSPNTSPPPKRHKKTMNSHHSPMRPTILHCRCPKNRKNLEGKLKKKKMAKRIQQVYKTKTRSSGWKSN. Result: 0 (no interaction). (2) The miRNA is mmu-miR-21a-5p with sequence UAGCUUAUCAGACUGAUGUUGA. The protein sequence of the target gene is MSEWESYYKTEGEEEEEEEESPDTGGEYKYSGRDSLIFLVDASRAMFESQGEDELTPFDMSIQCIQSVYTSKIISSDRDLLAVVFYGTEKDKNSVNFKNIYVLQDLDNPGAKRVLELDQFKGQQGKKHFRDTVGHGSDYSLSEVLWVCANLFSDVQLKMSHKRIMLFTNEDDPHGRDSAKASRARTKASDLRDTGIFLDLMHLKKPGGFDVSVFYRDIITTAEDEDLGVHFEESSKLEDLLRKVRAKETKKRVLSRLKFKLGEDVVLMVGIYNLVQKANKPFPVRLYRETNEPVKTKTRT.... Result: 0 (no interaction). (3) The miRNA is mmu-let-7e-5p with sequence UGAGGUAGGAGGUUGUAUAGUU. The protein sequence of the target gene is MCAERLGQFMTLALVLATFDPARGTDATNPPEGPQDRSSQQKGRLSLQNTAEIQHCLVNAGDVGCGVFECFENNSCEIRGLHGICMTFLHNAGKFDAQGKSFIKDALKCKAHALRHRFGCISRKCPAIREMVSQLQRECYLKHDLCAAAQENTRVIVEMIHFKDLLLHEPYVDLVNLLLTCGEEVKEAITHSVQVQCEQNWGSLCSILSFCTSAIQKPPTAPPERQPQVDRTKLSRAHHGEAGHHLPEPSSRETGRGAKGERGSKSHPNAHARGRVGGLGAQGPSGSSEWEDEQSEYSDI.... Result: 0 (no interaction).